From a dataset of Forward reaction prediction with 1.9M reactions from USPTO patents (1976-2016). Predict the product of the given reaction. (1) Given the reactants [CH3:1][C:2]1([CH3:12])O[C@H:6]2C=CC[O:11][C@H:5]2[CH2:4][O:3]1.C[N+]1([O-])CC[O:17]CC1.S(S([O-])=O)([O-])=O.[Na+].[Na+].[O-][Si]([O-])=O.[Mg+2].C1COCC1.[C:39]([OH:43])([CH3:42])([CH3:41])C.[OH2:44], predict the reaction product. The product is: [CH3:1][C:2]1([CH3:12])[O:3][C@H:4]2[C@H:41]([OH:17])[C@H:39]([OH:43])[CH2:42][O:11][C@H:5]2[CH2:6][O:44]1. (2) The product is: [Br-:24].[F:1][C:2]1[CH:7]=[CH:6][C:5]([C:8]2[C:12]([C:13]3[CH:18]=[CH:17][CH:16]=[CH:15][N:14]=3)=[CH:11][N:10]([CH:19]([CH3:21])[CH3:20])[C:9]=2[CH2:22][P+:31]([C:32]2[CH:33]=[CH:34][CH:35]=[CH:36][CH:37]=2)([C:38]2[CH:43]=[CH:42][CH:41]=[CH:40][CH:39]=2)[C:25]2[CH:26]=[CH:27][CH:28]=[CH:29][CH:30]=2)=[CH:4][CH:3]=1. Given the reactants [F:1][C:2]1[CH:7]=[CH:6][C:5]([C:8]2[C:12]([C:13]3[CH:18]=[CH:17][CH:16]=[CH:15][N:14]=3)=[CH:11][N:10]([CH:19]([CH3:21])[CH3:20])[C:9]=2[CH2:22]O)=[CH:4][CH:3]=1.[BrH:24].[C:25]1([P:31]([C:38]2[CH:43]=[CH:42][CH:41]=[CH:40][CH:39]=2)[C:32]2[CH:37]=[CH:36][CH:35]=[CH:34][CH:33]=2)[CH:30]=[CH:29][CH:28]=[CH:27][CH:26]=1.Cl, predict the reaction product. (3) Given the reactants C[O:2][C:3](=[O:41])[C:4]1[CH:9]=[CH:8][CH:7]=[C:6]([O:10][CH2:11][CH2:12][CH2:13][N:14]([CH2:29][C:30]2[CH:35]=[CH:34][CH:33]=[C:32]([C:36]([F:39])([F:38])[F:37])[C:31]=2[Cl:40])[CH2:15][CH:16]([C:23]2[CH:28]=[CH:27][CH:26]=[CH:25][CH:24]=2)[C:17]2[CH:22]=[CH:21][CH:20]=[CH:19][CH:18]=2)[CH:5]=1.O[Li].O, predict the reaction product. The product is: [ClH:40].[Cl:40][C:31]1[C:32]([C:36]([F:37])([F:38])[F:39])=[CH:33][CH:34]=[CH:35][C:30]=1[CH2:29][N:14]([CH2:15][CH:16]([C:17]1[CH:18]=[CH:19][CH:20]=[CH:21][CH:22]=1)[C:23]1[CH:28]=[CH:27][CH:26]=[CH:25][CH:24]=1)[CH2:13][CH2:12][CH2:11][O:10][C:6]1[CH:5]=[C:4]([CH:9]=[CH:8][CH:7]=1)[C:3]([OH:41])=[O:2]. (4) Given the reactants [NH2:1][C:2]1[CH:7]=[CH:6][C:5]([Cl:8])=[CH:4][N:3]=1.Br[CH2:10][C:11]([C:13]1[CH:18]=[CH:17][C:16]([C:19]([F:22])([F:21])[F:20])=[C:15]([N+:23]([O-:25])=[O:24])[CH:14]=1)=O, predict the reaction product. The product is: [Cl:8][C:5]1[CH:6]=[CH:7][C:2]2[N:3]([CH:10]=[C:11]([C:13]3[CH:18]=[CH:17][C:16]([C:19]([F:22])([F:21])[F:20])=[C:15]([N+:23]([O-:25])=[O:24])[CH:14]=3)[N:1]=2)[CH:4]=1. (5) Given the reactants [C:1]([C:4]1[CH:16]=[C:15]([C:17]2[C:18]([CH3:23])=[N:19][O:20][C:21]=2[CH3:22])[CH:14]=[C:13]2[C:5]=1[C:6]1[CH:7]=[CH:8][C:9](C(OC)=O)=[CH:10][C:11]=1[N:12]2[CH2:24][CH:25]1CCOCC1)(=[O:3])[NH2:2].[CH3:35][Li].CC[O:39][CH2:40][CH3:41].[CH2:42]1[CH2:46][O:45][CH2:44][CH2:43]1, predict the reaction product. The product is: [CH3:23][C:18]1[C:17]([C:15]2[CH:16]=[C:4]([C:1]([NH2:2])=[O:3])[C:5]3[C:6]4[C:11](=[CH:10][C:9]([C:40]([OH:39])([CH3:41])[CH3:35])=[CH:8][CH:7]=4)[N:12]([CH2:24][CH:25]4[CH2:43][CH2:44][O:45][CH2:46][CH2:42]4)[C:13]=3[CH:14]=2)=[C:21]([CH3:22])[O:20][N:19]=1. (6) Given the reactants [NH:1]1[C:9]2[C:4](=[CH:5][CH:6]=[CH:7][CH:8]=2)[CH2:3][C:2]1=[O:10].[N:11]1([CH2:17][CH2:18][O:19][C:20]2[CH:21]=[C:22]3[C:26](=[CH:27][CH:28]=2)[NH:25][C:24]([CH:29]=O)=[CH:23]3)[CH2:16][CH2:15][O:14][CH2:13][CH2:12]1.N1CCCCC1, predict the reaction product. The product is: [N:11]1([CH2:17][CH2:18][O:19][C:20]2[CH:21]=[C:22]3[C:26](=[CH:27][CH:28]=2)[NH:25][C:24]([CH:29]=[C:3]2[C:4]4[C:9](=[CH:8][CH:7]=[CH:6][CH:5]=4)[NH:1][C:2]2=[O:10])=[CH:23]3)[CH2:12][CH2:13][O:14][CH2:15][CH2:16]1. (7) Given the reactants [NH:1]1[C:6]2[CH:7]=[CH:8][CH:9]=[CH:10][C:5]=2[O:4][CH2:3][S:2]1(=[O:12])=[O:11].N1C=CC=CC=1.[F:19][C:20]1[CH:25]=[CH:24][CH:23]=[CH:22][C:21]=1B(O)O, predict the reaction product. The product is: [F:19][C:20]1[CH:25]=[CH:24][CH:23]=[CH:22][C:21]=1[N:1]1[C:6]2[CH:7]=[CH:8][CH:9]=[CH:10][C:5]=2[O:4][CH2:3][S:2]1(=[O:11])=[O:12]. (8) Given the reactants [F:1][C:2]1[CH:21]=[CH:20][C:5]([CH2:6][NH:7][C:8]([C:10]2[N:15]=[CH:14][N:13]=[C:12]([C:16]([O:18]C)=[O:17])[CH:11]=2)=[O:9])=[CH:4][C:3]=1[CH3:22].[OH-].[Na+], predict the reaction product. The product is: [F:1][C:2]1[CH:21]=[CH:20][C:5]([CH2:6][NH:7][C:8]([C:10]2[N:15]=[CH:14][N:13]=[C:12]([C:16]([OH:18])=[O:17])[CH:11]=2)=[O:9])=[CH:4][C:3]=1[CH3:22]. (9) Given the reactants [Br:1][C:2]1[CH:3]=[C:4]([F:10])[C:5]([F:9])=[C:6]([OH:8])[CH:7]=1.[O:11]1[CH:16]=[CH:15][CH2:14][CH2:13][CH2:12]1, predict the reaction product. The product is: [Br:1][C:2]1[CH:3]=[C:4]([F:10])[C:5]([F:9])=[C:6]([CH:7]=1)[O:8][CH:12]1[CH2:13][CH2:14][CH2:15][CH2:16][O:11]1.